From a dataset of Forward reaction prediction with 1.9M reactions from USPTO patents (1976-2016). Predict the product of the given reaction. (1) Given the reactants [CH3:1][C:2]1[O:3][C:4]([CH3:30])=[CH:5][C:6]=1[C:7]1[CH:12]=[C:11]([CH2:13][C:14]2[CH:19]=[CH:18][CH:17]=[CH:16][C:15]=2[F:20])[N:10]2[CH:21]([C:25]([O:27][CH2:28][CH3:29])=[O:26])[C:22](=[O:24])[CH:23]=[C:9]2[N:8]=1.C=O.[C:33](O)(=O)[CH3:34], predict the reaction product. The product is: [CH3:1][C:2]1[O:3][C:4]([CH3:30])=[CH:5][C:6]=1[CH:7]1[CH:12]=[C:11]([CH2:13][C:14]2[CH:19]=[CH:18][CH:17]=[CH:16][C:15]=2[F:20])[N:10]2[CH:21]([C:25]([O:27][CH2:28][CH3:29])=[O:26])[C:22](=[O:24])[CH:23]=[C:9]2[N:8]1[CH2:11][N:10]([CH3:21])[CH2:9][CH2:23][C:33]1[CH:34]=[CH:2][CH:6]=[CH:7][N:8]=1. (2) Given the reactants [H][H].[N+:3]([CH2:6][CH:7]([CH2:12][CH:13]([CH3:15])[CH3:14])[CH2:8][C:9]([OH:11])=[O:10])([O-])=O, predict the reaction product. The product is: [CH3:15][CH:13]([CH2:12][C@H:7]([CH2:6][NH2:3])[CH2:8][C:9]([OH:11])=[O:10])[CH3:14]. (3) Given the reactants [CH2:1]([NH2:3])[CH3:2].[F:4][C:5]([F:19])([C:15]([F:18])([F:17])[F:16])[CH2:6][CH2:7][CH2:8][S:9]([CH2:11][CH2:12][CH2:13]Cl)=[O:10], predict the reaction product. The product is: [CH2:1]([NH:3][CH2:13][CH2:12][CH2:11][S:9]([CH2:8][CH2:7][CH2:6][C:5]([F:19])([F:4])[C:15]([F:16])([F:18])[F:17])=[O:10])[CH3:2]. (4) Given the reactants C[O:2][C:3]([C:5]1[C:13]2[N:12]([CH2:14][C:15]3[CH:20]=[CH:19][C:18]([C:21]4[CH:25]=[C:24]([CH3:26])[S:23][C:22]=4[S:27](=[O:37])(=[O:36])[NH:28][C:29]4[O:33][N:32]=[C:31]([CH3:34])[C:30]=4[CH3:35])=[CH:17][CH:16]=3)[C:11]([O:38][CH2:39][CH3:40])=[N:10][C:9]=2[CH:8]=[CH:7][CH:6]=1)=[O:4].[OH-].[Li+], predict the reaction product. The product is: [CH3:34][C:31]1[C:30]([CH3:35])=[C:29]([NH:28][S:27]([C:22]2[S:23][C:24]([CH3:26])=[CH:25][C:21]=2[C:18]2[CH:17]=[CH:16][C:15]([CH2:14][N:12]3[C:13]4[C:5]([C:3]([OH:4])=[O:2])=[CH:6][CH:7]=[CH:8][C:9]=4[N:10]=[C:11]3[O:38][CH2:39][CH3:40])=[CH:20][CH:19]=2)(=[O:37])=[O:36])[O:33][N:32]=1. (5) Given the reactants [Br:1][C:2]1[C:10]2[C:5](=[N:6][C:7](F)=[CH:8][CH:9]=2)[N:4]([CH:12]2[CH2:14][CH2:13]2)[CH:3]=1.[N:15]1[CH:20]=[CH:19][CH:18]=[CH:17][C:16]=1[CH2:21][OH:22].[H-].[Na+], predict the reaction product. The product is: [Br:1][C:2]1[C:10]2[C:5](=[N:6][C:7]([O:22][CH2:21][C:16]3[CH:17]=[CH:18][CH:19]=[CH:20][N:15]=3)=[CH:8][CH:9]=2)[N:4]([CH:12]2[CH2:14][CH2:13]2)[CH:3]=1. (6) The product is: [CH3:23][C@H:21]1[N:11]2[C:12](=[O:20])[C:13]3[CH:14]=[CH:15][CH:16]=[CH:17][C:18]=3[CH2:19][C@@H:10]2[CH2:9][NH:8][CH2:22]1. Given the reactants C([N:8]1[CH2:22][CH:21]([CH3:23])[N:11]2[C:12](=[O:20])[C:13]3[CH:14]=[CH:15][CH:16]=[CH:17][C:18]=3[CH2:19][CH:10]2[CH2:9]1)C1C=CC=CC=1.[H][H], predict the reaction product. (7) Given the reactants ClC1C=CC([CH:6](OC2CNC2)[C:7]2[CH:12]=[CH:11][C:10](Cl)=[CH:9][CH:8]=2)=CC=1.[N-]=[C:22]=O.Cl[C:25]1[CH:50]=[C:49]([Cl:51])[CH:48]=[CH:47][C:26]=1[CH:27]([O:35][CH:36]1[CH2:39][N:38]([C:40]([NH:42]C(C)(C)C)=[O:41])[CH2:37]1)[C:28]1[CH:33]=[CH:32][C:31]([Cl:34])=[CH:30][CH:29]=1, predict the reaction product. The product is: [Cl:51][C:49]1[CH:48]=[CH:47][C:26]([CH:27]([O:35][CH:36]2[CH2:37][N:38]([C:40]([NH:42][CH2:22][C:11]3[CH:10]=[CH:9][CH:8]=[C:7]([CH3:6])[CH:12]=3)=[O:41])[CH2:39]2)[C:28]2[CH:33]=[CH:32][C:31]([Cl:34])=[CH:30][CH:29]=2)=[CH:25][CH:50]=1. (8) The product is: [CH3:1][C@H:2]1[CH2:7][N:6]2[N:8]=[CH:9][C:10]([N:11]3[C:15](=[O:16])[CH2:14][N:13]([S:17]([CH3:20])(=[O:19])=[O:18])[CH2:12]3)=[C:5]2[CH2:4][N:3]1[C:21]([NH:47][C:41]1[CH:40]=[C:39]([F:38])[C:44]([F:45])=[C:43]([F:46])[CH:42]=1)=[O:23]. Given the reactants [CH3:1][C@H:2]1[CH2:7][N:6]2[N:8]=[CH:9][C:10]([N:11]3[C:15](=[O:16])[CH2:14][N:13]([S:17]([CH3:20])(=[O:19])=[O:18])[CH2:12]3)=[C:5]2[CH2:4][N:3]1[C:21]([O:23]C(C)(C)C)=O.Cl.CCN(C(C)C)C(C)C.[F:38][C:39]1[CH:40]=[C:41]([NH:47]C(=O)OC2C=CC=CC=2)[CH:42]=[C:43]([F:46])[C:44]=1[F:45], predict the reaction product. (9) Given the reactants [CH3:1][O:2][C:3]1[CH:4]=[N:5][C:6]([CH:9]2[CH2:13][CH2:12][N:11](C(OC(C)(C)C)=O)[CH2:10]2)=[N:7][CH:8]=1.C(O)(C(F)(F)F)=O, predict the reaction product. The product is: [CH3:1][O:2][C:3]1[CH:8]=[N:7][C:6]([CH:9]2[CH2:13][CH2:12][NH:11][CH2:10]2)=[N:5][CH:4]=1. (10) Given the reactants [F:1][C:2]([F:35])([F:34])[C:3]1[CH:4]=[C:5]([C:13]([CH3:33])([CH3:32])[C:14]([N:16]([C:18]2[CH:19]=[N:20][C:21]([Cl:31])=[CH:22][C:23]=2C2C=CC=CC=2Cl)[CH3:17])=[O:15])[CH:6]=[C:7]([C:9]([F:12])([F:11])[F:10])[CH:8]=1.[F:36][C:37]1[CH:42]=[CH:41][C:40](B(O)O)=[C:39]([CH3:46])[CH:38]=1, predict the reaction product. The product is: [F:12][C:9]([F:10])([F:11])[C:7]1[CH:6]=[C:5]([C:13]([CH3:32])([CH3:33])[C:14]([N:16]([C:18]2[CH:19]=[N:20][C:21]([Cl:31])=[CH:22][C:23]=2[C:40]2[CH:41]=[CH:42][C:37]([F:36])=[CH:38][C:39]=2[CH3:46])[CH3:17])=[O:15])[CH:4]=[C:3]([C:2]([F:34])([F:35])[F:1])[CH:8]=1.